From a dataset of Catalyst prediction with 721,799 reactions and 888 catalyst types from USPTO. Predict which catalyst facilitates the given reaction. (1) Reactant: N[C:2]1[CH:31]=[CH:30][C:5]2[CH2:6][CH2:7][CH2:8][CH:9]([N:11]([CH2:19][C@H:20]([OH:29])[CH2:21][O:22][C:23]3[CH:28]=[CH:27][CH:26]=[CH:25][CH:24]=3)[CH2:12][C:13]3[CH:18]=[CH:17][CH:16]=[CH:15][CH:14]=3)[CH2:10][C:4]=2[CH:3]=1.C(Cl)(=O)[C:33]1[CH:38]=[CH:37][CH:36]=[CH:35][CH:34]=1.[N:41]1C=CC=CC=1.[C:47](=[O:50])([O-])O.[Na+]. Product: [CH2:12]([N:11]([C:9]1[C:8]([NH:41][C:47](=[O:50])[C:33]2[CH:38]=[CH:37][CH:36]=[CH:35][CH:34]=2)=[CH:7][C:6]2[CH2:5][CH2:4][CH2:3][CH2:2][CH2:31][C:30]=2[CH:10]=1)[CH2:19][C@H:20]([OH:29])[CH2:21][O:22][C:23]1[CH:24]=[CH:25][CH:26]=[CH:27][CH:28]=1)[C:13]1[CH:18]=[CH:17][CH:16]=[CH:15][CH:14]=1. The catalyst class is: 119. (2) Reactant: [CH3:1][O:2][C:3]1[CH:8]=[CH:7][C:6]([C@H:9]([NH:11][C@H:12]2[C:21]3[N:20]=[CH:19][CH:18]=[CH:17][C:16]=3[CH2:15][CH2:14][C@H:13]2[CH2:22][CH2:23][C:24](OCC)=[O:25])[CH3:10])=[CH:5][CH:4]=1.[H-].[Al+3].[Li+].[H-].[H-].[H-]. Product: [CH3:1][O:2][C:3]1[CH:8]=[CH:7][C:6]([C@H:9]([NH:11][C@H:12]2[C:21]3[N:20]=[CH:19][CH:18]=[CH:17][C:16]=3[CH2:15][CH2:14][C@H:13]2[CH2:22][CH2:23][CH2:24][OH:25])[CH3:10])=[CH:5][CH:4]=1. The catalyst class is: 7. (3) Reactant: Cl.[C:2]([C:4]1[C:5]([NH:37][CH2:38][CH2:39][O:40][CH3:41])=[CH:6][C:7]([NH:10][C:11]([N:13]2[C:22]3[C:17](=[CH:18][C:19]([CH2:28][N:29]4[CH2:34][CH2:33][N:32]([CH3:35])[CH2:31][C:30]4=[O:36])=[C:20]([CH:23](OC)[O:24]C)[N:21]=3)[CH2:16][CH2:15][CH2:14]2)=[O:12])=[N:8][CH:9]=1)#[N:3].C([O-])(O)=O.[Na+].CCOC(C)=O. Product: [C:2]([C:4]1[C:5]([NH:37][CH2:38][CH2:39][O:40][CH3:41])=[CH:6][C:7]([NH:10][C:11]([N:13]2[C:22]3[C:17](=[CH:18][C:19]([CH2:28][N:29]4[CH2:34][CH2:33][N:32]([CH3:35])[CH2:31][C:30]4=[O:36])=[C:20]([CH:23]=[O:24])[N:21]=3)[CH2:16][CH2:15][CH2:14]2)=[O:12])=[N:8][CH:9]=1)#[N:3]. The catalyst class is: 569. (4) Reactant: F[C:2]1[CH:7]=[CH:6][CH:5]=[CH:4][C:3]=1[N+:8]([O-:10])=[O:9].[CH:11]([NH2:14])([CH3:13])[CH3:12].C(=O)([O-])[O-].[K+].[K+]. Product: [CH:11]([NH:14][C:2]1[CH:7]=[CH:6][CH:5]=[CH:4][C:3]=1[N+:8]([O-:10])=[O:9])([CH3:13])[CH3:12]. The catalyst class is: 10. (5) Reactant: [BH4-].[Na+].[Li+].[Cl-].C([O:7][C:8]([CH2:10][CH:11]1[CH2:16][CH2:15][N:14]([C:17]([O:19][C:20]([CH3:23])([CH3:22])[CH3:21])=[O:18])[CH2:13][C:12]1([CH3:25])[CH3:24])=O)C. Product: [OH:7][CH2:8][CH2:10][CH:11]1[CH2:16][CH2:15][N:14]([C:17]([O:19][C:20]([CH3:23])([CH3:22])[CH3:21])=[O:18])[CH2:13][C:12]1([CH3:25])[CH3:24]. The catalyst class is: 301. (6) Reactant: [Br:1][C:2]1[CH:3]=[C:4]([N:9]2[CH2:14][CH2:13][O:12][CH2:11][CH2:10]2)[C:5](=[O:8])[NH:6][CH:7]=1.[H-].[Na+].Br[CH2:18][CH2:19][NH:20][C:21](=[O:27])[O:22][C:23]([CH3:26])([CH3:25])[CH3:24]. Product: [Br:1][C:2]1[CH:3]=[C:4]([N:9]2[CH2:14][CH2:13][O:12][CH2:11][CH2:10]2)[C:5](=[O:8])[N:6]([CH2:18][CH2:19][NH:20][C:21](=[O:27])[O:22][C:23]([CH3:26])([CH3:25])[CH3:24])[CH:7]=1. The catalyst class is: 18. (7) Reactant: [Br:1][C:2]1[CH:19]=[CH:18][C:5]([O:6][CH2:7][CH2:8][N:9](C)[C:10](=O)OC(C)(C)C)=[C:4]([CH:20]=[O:21])[CH:3]=1.[C:22]([OH:28])([C:24]([F:27])([F:26])[F:25])=[O:23]. Product: [F:25][C:24]([F:27])([F:26])[C:22]([OH:28])=[O:23].[Br:1][C:2]1[CH:19]=[CH:18][C:5]([O:6][CH2:7][CH2:8][NH:9][CH3:10])=[C:4]([CH:3]=1)[CH:20]=[O:21]. The catalyst class is: 2.